From a dataset of Reaction yield outcomes from USPTO patents with 853,638 reactions. Predict the reaction yield, written as a fraction of the theoretical maximum amount of product (1.0 means a 100% yield; for example, 0.34 means a 34% yield). (1) The reactants are [C:1]([O:5][C:6]([N:8]([CH2:10][C:11]1[CH:12]=[C:13]([C:28]2[CH:33]=[CH:32][CH:31]=[CH:30][CH:29]=2)[N:14]([S:16]([C:19]2[CH:20]=[C:21]([CH:25]=[CH:26][CH:27]=2)[C:22](O)=[O:23])(=[O:18])=[O:17])[CH:15]=1)[CH3:9])=[O:7])([CH3:4])([CH3:3])[CH3:2].Cl.C([N:37]=C=NCCCN(C)C)C.[NH4+].ON1C2C=CC=CC=2N=N1.O. The catalyst is CN(C)C=O. The product is [NH2:37][C:22]([C:21]1[CH:20]=[C:19]([S:16]([N:14]2[C:13]([C:28]3[CH:33]=[CH:32][CH:31]=[CH:30][CH:29]=3)=[CH:12][C:11]([CH2:10][N:8]([CH3:9])[C:6](=[O:7])[O:5][C:1]([CH3:2])([CH3:3])[CH3:4])=[CH:15]2)(=[O:17])=[O:18])[CH:27]=[CH:26][CH:25]=1)=[O:23]. The yield is 0.940. (2) The reactants are [Si:1]([O:8][CH2:9][CH:10]=O)([C:4]([CH3:7])([CH3:6])[CH3:5])([CH3:3])[CH3:2].[CH3:12][C:13]([S@@:16]([NH2:18])=[O:17])([CH3:15])[CH3:14]. The catalyst is C(Cl)Cl.S([O-])([O-])(=O)=O.[Cu+2]. The product is [Si:1]([O:8][CH2:9]/[CH:10]=[N:18]/[S@:16]([C:13]([CH3:15])([CH3:14])[CH3:12])=[O:17])([C:4]([CH3:7])([CH3:6])[CH3:5])([CH3:3])[CH3:2]. The yield is 0.940. (3) The reactants are [CH3:1][O:2][C:3]([C:5]1[CH:10]=[C:9]([NH2:11])[N:8]=[C:7]([C:12]2[CH:17]=[CH:16][C:15]([Cl:18])=[C:14]([O:19][CH3:20])[C:13]=2[F:21])[N:6]=1)=[O:4].[Br:22]N1C(=O)CCC1=O. The catalyst is C(Cl)(Cl)Cl. The product is [CH3:1][O:2][C:3]([C:5]1[C:10]([Br:22])=[C:9]([NH2:11])[N:8]=[C:7]([C:12]2[CH:17]=[CH:16][C:15]([Cl:18])=[C:14]([O:19][CH3:20])[C:13]=2[F:21])[N:6]=1)=[O:4]. The yield is 0.770. (4) The reactants are [Br:1][C:2]1[CH:3]=[C:4]([CH:6]=[CH:7][C:8]=1[O:9][C:10]1[CH:15]=[CH:14][C:13]([F:16])=[CH:12][C:11]=1[F:17])[NH2:5].C(N(CC)CC)C.[CH2:25]([S:27](Cl)(=[O:29])=[O:28])[CH3:26].[OH-].[Na+].[NH4+].[Cl-]. The catalyst is ClCCl.O1CCOCC1. The product is [Br:1][C:2]1[CH:3]=[C:4]([NH:5][S:27]([CH2:25][CH3:26])(=[O:29])=[O:28])[CH:6]=[CH:7][C:8]=1[O:9][C:10]1[CH:15]=[CH:14][C:13]([F:16])=[CH:12][C:11]=1[F:17]. The yield is 0.331. (5) The reactants are Cl[C:2]1[C:7]([CH:8]=[O:9])=[C:6]([Cl:10])[N:5]=[CH:4][N:3]=1.Cl.[NH2:12][C@H:13]([C:21]([O:23][CH3:24])=[O:22])[CH2:14][C:15]1[CH:20]=[CH:19][CH:18]=[CH:17][CH:16]=1.C(N(CC)C(C)C)(C)C. The catalyst is CO. The product is [Cl:10][C:6]1[N:5]=[CH:4][N:3]=[C:2]([NH:12][C@H:13]([C:21]([O:23][CH3:24])=[O:22])[CH2:14][C:15]2[CH:20]=[CH:19][CH:18]=[CH:17][CH:16]=2)[C:7]=1[CH:8]=[O:9]. The yield is 0.700. (6) The product is [C:11]([O:10][C:9]([NH:8][CH:4]1[CH2:5][CH2:6][CH2:7][C:2]([O:1][C:21]2[CH:20]=[CH:19][CH:18]=[C:17]([F:16])[CH:22]=2)([C:34]([OH:33])=[O:24])[CH2:3]1)=[O:15])([CH3:12])([CH3:14])[CH3:13]. The yield is 0.0300. The reactants are [O:1]=[C:2]1[CH2:7][CH2:6][CH2:5][CH:4]([NH:8][C:9](=[O:15])[O:10][C:11]([CH3:14])([CH3:13])[CH3:12])[CH2:3]1.[F:16][C:17]1[CH:18]=[C:19](O)[CH:20]=[CH:21][CH:22]=1.[OH-:24].[Na+].C(Br)(Br)Br.C1[CH2:34][O:33]CC1. No catalyst specified. (7) The catalyst is Cl[Ti](Cl)(Cl)Cl.O.C1(C)C=CC=CC=1. The reactants are [CH3:1][CH2:2][CH2:3][NH:4][S:5]([NH:8][C:9]1[N:14]=[CH:13][N:12]=[C:11](Cl)[C:10]=1[C:16]1[CH:21]=[CH:20][C:19]([Br:22])=[CH:18][CH:17]=1)(=[O:7])=[O:6].CC([O-])(C)C.[K+].C([O:33][CH2:34][CH2:35][OH:36])(C)(C)C.C(O)(=O)CC(CC(O)=O)(C(O)=O)O. The product is [CH3:1][CH2:2][CH2:3][NH:4][S:5]([NH:8][C:9]1[N:14]=[CH:13][N:12]=[C:11]([O:33][CH2:34][CH2:35][OH:36])[C:10]=1[C:16]1[CH:21]=[CH:20][C:19]([Br:22])=[CH:18][CH:17]=1)(=[O:7])=[O:6]. The yield is 0.860. (8) The reactants are [CH:1]1[CH:6]=[CH:5][C:4]([CH2:7][O:8][C:9]([NH:11][CH2:12][C:13]([OH:15])=O)=[O:10])=[CH:3][CH:2]=1.C(N1C=CN=C1)(N1C=CN=C1)=O.[C:28]([O:37][CH3:38])(=[O:36])[C:29]1[C:30](=[CH:32][CH:33]=[CH:34][CH:35]=1)[NH2:31]. The catalyst is O1CCCC1.C(OCC)(=O)C.CCCCCC. The product is [CH3:38][O:37][C:28](=[O:36])[C:29]1[CH:35]=[CH:34][CH:33]=[CH:32][C:30]=1[NH:31][C:13](=[O:15])[CH2:12][NH:11][C:9]([O:8][CH2:7][C:4]1[CH:3]=[CH:2][CH:1]=[CH:6][CH:5]=1)=[O:10]. The yield is 0.110.